From a dataset of Catalyst prediction with 721,799 reactions and 888 catalyst types from USPTO. Predict which catalyst facilitates the given reaction. (1) Reactant: [CH2:1]([O:8][CH2:9][C@H:10]1[CH2:14][O:13]C(C)(C)[O:11]1)[C:2]1[CH:7]=[CH:6][CH:5]=[CH:4][CH:3]=1.Cl.C(=O)([O-])O.[Na+]. Product: [CH2:1]([O:8][CH2:9][C@H:10]([OH:11])[CH2:14][OH:13])[C:2]1[CH:7]=[CH:6][CH:5]=[CH:4][CH:3]=1. The catalyst class is: 5. (2) Reactant: [CH3:1][O:2][C:3]1[N:8]=[CH:7][N:6]=[C:5]([NH:9][C:10](=[O:35])[C:11]2[CH:16]=[C:15]([CH2:17][C:18]3[C:19](=[O:30])[C:20]([O:28][CH3:29])=[C:21]([O:26][CH3:27])[C:22](=[O:25])[C:23]=3[CH3:24])[CH:14]=[CH:13][C:12]=2[O:31]C(=O)C)[CH:4]=1.C(=O)([O-])O.[Na+]. Product: [CH3:1][O:2][C:3]1[N:8]=[CH:7][N:6]=[C:5]([NH:9][C:10](=[O:35])[C:11]2[CH:16]=[C:15]([CH2:17][C:18]3[C:19](=[O:30])[C:20]([O:28][CH3:29])=[C:21]([O:26][CH3:27])[C:22](=[O:25])[C:23]=3[CH3:24])[CH:14]=[CH:13][C:12]=2[OH:31])[CH:4]=1. The catalyst class is: 24. (3) Reactant: [OH:1][C@H:2]([CH2:6][C:7]1[CH:12]=[CH:11][CH:10]=[CH:9][CH:8]=1)[C:3]([OH:5])=[O:4].S(=O)(=O)(O)O.[CH3:18]O. Product: [CH3:18][O:4][C:3](=[O:5])[C@H:2]([OH:1])[CH2:6][C:7]1[CH:12]=[CH:11][CH:10]=[CH:9][CH:8]=1. The catalyst class is: 27. (4) Reactant: [NH:1]([C:13]([O:15][C:16]([CH3:19])([CH3:18])[CH3:17])=[O:14])[C@H:2]([C:10]([OH:12])=O)[CH2:3][C:4]1[CH:9]=[CH:8][CH:7]=[CH:6][CH:5]=1.[NH2:20][C@H:21]([C:26]([O:28][CH3:29])=[O:27])[CH2:22][CH:23]([CH3:25])[CH3:24].C1C=CC2N(O)N=NC=2C=1.CN(C(ON1N=NC2C=CC=CC1=2)=[N+](C)C)C.F[P-](F)(F)(F)(F)F.CCN(C(C)C)C(C)C. Product: [C:16]([O:15][C:13]([NH:1][CH:2]([CH2:3][C:4]1[CH:5]=[CH:6][CH:7]=[CH:8][CH:9]=1)[C:10]([NH:20][CH:21]([CH2:22][CH:23]([CH3:25])[CH3:24])[C:26]([O:28][CH3:29])=[O:27])=[O:12])=[O:14])([CH3:19])([CH3:18])[CH3:17]. The catalyst class is: 3. (5) Reactant: [Br:1][C:2]1[C:7]([OH:8])=[CH:6][CH:5]=[C:4]([CH2:9][OH:10])[N:3]=1.[C:11](=O)([O-])[O-].[K+].[K+].CI. Product: [Br:1][C:2]1[C:7]([O:8][CH3:11])=[CH:6][CH:5]=[C:4]([CH2:9][OH:10])[N:3]=1. The catalyst class is: 21. (6) Reactant: [CH3:1][O:2][C:3]1[CH:4]=[CH:5][C:6]2[C:18](=[O:19])[C:17]3[C:16]4[C:11](=[CH:12][C:13]([C:20]#[N:21])=[CH:14][CH:15]=4)[NH:10][C:9]=3[C:8]([CH3:23])([CH3:22])[C:7]=2[CH:24]=1.C1C(=O)N([Br:32])C(=O)C1.O. Product: [Br:32][C:14]1[CH:15]=[C:16]2[C:11](=[CH:12][C:13]=1[C:20]#[N:21])[NH:10][C:9]1[C:8]([CH3:22])([CH3:23])[C:7]3[CH:24]=[C:3]([O:2][CH3:1])[CH:4]=[CH:5][C:6]=3[C:18](=[O:19])[C:17]2=1. The catalyst class is: 23.